Task: Predict the reaction yield, written as a fraction of the theoretical maximum amount of product (1.0 means a 100% yield; for example, 0.34 means a 34% yield).. Dataset: Reaction yield outcomes from USPTO patents with 853,638 reactions (1) The reactants are [F:1][C:2]([C:5]1[CH:9]=[C:8]([NH2:10])[O:7][N:6]=1)([CH3:4])[CH3:3].C(=O)([O-])[O-].[K+].[K+].Cl[C:18]([O:20][C:21]1[CH:26]=[CH:25][C:24]([Cl:27])=[CH:23][CH:22]=1)=[O:19]. The catalyst is C1COCC1. The product is [F:1][C:2]([C:5]1[CH:9]=[C:8]([NH:10][C:18](=[O:19])[O:20][C:21]2[CH:26]=[CH:25][C:24]([Cl:27])=[CH:23][CH:22]=2)[O:7][N:6]=1)([CH3:4])[CH3:3]. The yield is 0.710. (2) The reactants are C1C=C(Cl)C=C(C(OO)=O)C=1.[Br:12][C:13]1[C:18]([C:19]2[C:30]([CH3:31])=[N:29][C:22]3[N:23]=[C:24](SC)[N:25]=[CH:26][C:21]=3[CH:20]=2)=[CH:17][C:16]([NH:32][C:33]([NH:35][CH2:36][CH2:37][C:38]([CH3:41])([CH3:40])[CH3:39])=[O:34])=[C:15]([F:42])[CH:14]=1.[CH3:43][NH2:44].C1COCC1. The catalyst is C(Cl)Cl. The product is [Br:12][C:13]1[C:18]([C:19]2[C:30]([CH3:31])=[N:29][C:22]3[N:23]=[C:24]([NH:44][CH3:43])[N:25]=[CH:26][C:21]=3[CH:20]=2)=[CH:17][C:16]([NH:32][C:33]([NH:35][CH2:36][CH2:37][C:38]([CH3:41])([CH3:40])[CH3:39])=[O:34])=[C:15]([F:42])[CH:14]=1. The yield is 0.130. (3) The product is [Br:27][C:17]1[C:18]2[C:9]([CH:10]=[C:11]3[C:16]=1[CH:15]=[C:14]([C:21]1[CH:26]=[CH:25][CH:24]=[CH:23][CH:22]=1)[CH:13]=[CH:12]3)=[CH:8][C:7]([C:1]1[CH:6]=[CH:5][CH:4]=[CH:3][CH:2]=1)=[CH:20][CH:19]=2. The reactants are [C:1]1([C:7]2[CH:20]=[CH:19][C:18]3[C:9](=[CH:10][C:11]4[C:16]([CH:17]=3)=[CH:15][C:14]([C:21]3[CH:26]=[CH:25][CH:24]=[CH:23][CH:22]=3)=[CH:13][CH:12]=4)[CH:8]=2)[CH:6]=[CH:5][CH:4]=[CH:3][CH:2]=1.[Br:27]N1C(=O)CCC1=O.O. The yield is 0.820. The catalyst is CN(C)C=O.